Dataset: Forward reaction prediction with 1.9M reactions from USPTO patents (1976-2016). Task: Predict the product of the given reaction. Given the reactants C1(C2C(O[C@@H]3CCCNC3)=CC(F)=C(C=2)C(OC)=O)CC1.[CH:22]1([C:25]2[C:26]([O:39][C@@H:40]3[CH2:45][CH2:44][C@@H:43]([CH3:46])[NH:42][CH2:41]3)=[CH:27][C:28]([F:38])=[C:29]([CH:37]=2)[C:30]([O:32][C:33]([CH3:36])([CH3:35])[CH3:34])=[O:31])[CH2:24][CH2:23]1.BrCC1C=CC(F)=CC=1C(F)(F)F.Br[CH2:61][C:62]1[CH:67]=[CH:66][C:65]([F:68])=[CH:64][C:63]=1[Cl:69], predict the reaction product. The product is: [Cl:69][C:63]1[CH:64]=[C:65]([F:68])[CH:66]=[CH:67][C:62]=1[CH2:61][N:42]1[C@H:43]([CH3:46])[CH2:44][CH2:45][C@@H:40]([O:39][C:26]2[C:25]([CH:22]3[CH2:24][CH2:23]3)=[CH:37][C:29]([C:30]([O:32][C:33]([CH3:36])([CH3:35])[CH3:34])=[O:31])=[C:28]([F:38])[CH:27]=2)[CH2:41]1.